Dataset: Full USPTO retrosynthesis dataset with 1.9M reactions from patents (1976-2016). Task: Predict the reactants needed to synthesize the given product. (1) Given the product [ClH:29].[CH:1]1([N:5]2[CH2:11][CH2:10][CH2:9][N:8]([C:12]([C:14]3[CH:15]=[CH:16][C:17]([C:30]4[N:31]=[CH:32][C:33]([C:34]#[N:35])=[CH:36][CH:37]=4)=[CH:18][CH:19]=3)=[O:13])[CH2:7][CH2:6]2)[CH2:2][CH2:3][CH2:4]1, predict the reactants needed to synthesize it. The reactants are: [CH:1]1([N:5]2[CH2:11][CH2:10][CH2:9][N:8]([C:12]([C:14]3[CH:19]=[CH:18][C:17](B4OC(C)(C)C(C)(C)O4)=[CH:16][CH:15]=3)=[O:13])[CH2:7][CH2:6]2)[CH2:4][CH2:3][CH2:2]1.[Cl:29][C:30]1[CH:37]=[CH:36][C:33]([C:34]#[N:35])=[CH:32][N:31]=1. (2) Given the product [NH2:17][C:7]1[C:6]([N:1]2[CH:5]=[CH:4][N:3]=[CH:2]2)=[CH:16][CH:15]=[CH:14][C:8]=1[C:9]([O:11][CH2:12][CH3:13])=[O:10], predict the reactants needed to synthesize it. The reactants are: [N:1]1([C:6]2[C:7]([N+:17]([O-])=O)=[C:8]([CH:14]=[CH:15][CH:16]=2)[C:9]([O:11][CH2:12][CH3:13])=[O:10])[CH:5]=[CH:4][N:3]=[CH:2]1.